Dataset: CYP1A2 inhibition data for predicting drug metabolism from PubChem BioAssay. Task: Regression/Classification. Given a drug SMILES string, predict its absorption, distribution, metabolism, or excretion properties. Task type varies by dataset: regression for continuous measurements (e.g., permeability, clearance, half-life) or binary classification for categorical outcomes (e.g., BBB penetration, CYP inhibition). Dataset: cyp1a2_veith. (1) The drug is Cc1ccc(-c2nnc(SCC(=O)NNC(=O)COc3cccc(C)c3)n2C)cc1. The result is 0 (non-inhibitor). (2) The molecule is COC(=O)[C@@H]1[C@@H](O)[C@@]2(O)c3c(OC)cc(OC)cc3O[C@@]2(c2ccc(OC)cc2)[C@H]1c1ccccc1. The result is 0 (non-inhibitor). (3) The compound is COc1ccccc1C(=O)N/C(=C/c1ccccc1)C(=O)NC(CCSC)C(=O)O. The result is 0 (non-inhibitor).